From a dataset of Reaction yield outcomes from USPTO patents with 853,638 reactions. Predict the reaction yield, written as a fraction of the theoretical maximum amount of product (1.0 means a 100% yield; for example, 0.34 means a 34% yield). (1) The reactants are [CH2:1]([NH:5][C:6]1[CH:15]=[C:14]2[C:9]([CH:10]=[C:11]([C:20]([O:22]CC)=[O:21])[CH:12]([C:16]([F:19])([F:18])[F:17])[O:13]2)=[CH:8][CH:7]=1)[CH:2]([CH3:4])[CH3:3].[OH-].[Na+].Cl. The catalyst is C1COCC1.C(O)C.O. The product is [CH2:1]([NH:5][C:6]1[CH:15]=[C:14]2[C:9]([CH:10]=[C:11]([C:20]([OH:22])=[O:21])[CH:12]([C:16]([F:19])([F:17])[F:18])[O:13]2)=[CH:8][CH:7]=1)[CH:2]([CH3:4])[CH3:3]. The yield is 0.210. (2) The reactants are [Br:1][C:2]1[CH:3]=[C:4]([F:13])[C:5]2[O:10][CH2:9][C:8](=[O:11])[NH:7][C:6]=2[CH:12]=1.C([O-])([O-])=O.[Cs+].[Cs+].[Cl:20][CH2:21][CH2:22][CH2:23]I. The catalyst is CCCCCCC.CCOC(C)=O. The product is [Br:1][C:2]1[CH:3]=[C:4]([F:13])[C:5]2[O:10][CH2:9][C:8](=[O:11])[N:7]([CH2:23][CH2:22][CH2:21][Cl:20])[C:6]=2[CH:12]=1. The yield is 0.720. (3) The reactants are [NH2:1][C:2]1[CH:7]=[CH:6][C:5]([NH:8][C:9]2[CH:18]=[CH:17][N:16]=[C:15]3[C:10]=2[C:11]2[CH:23]=[CH:22][CH:21]=[CH:20][C:12]=2[C:13](=[O:19])[NH:14]3)=[CH:4][CH:3]=1.CCN(C(C)C)C(C)C.[N:33]([CH3:36])=[C:34]=[O:35]. The catalyst is CS(C)=O. The product is [CH3:36][NH:33][C:34]([NH:1][C:2]1[CH:3]=[CH:4][C:5]([NH:8][C:9]2[CH:18]=[CH:17][N:16]=[C:15]3[C:10]=2[C:11]2[CH:23]=[CH:22][CH:21]=[CH:20][C:12]=2[C:13](=[O:19])[NH:14]3)=[CH:6][CH:7]=1)=[O:35]. The yield is 0.460. (4) The reactants are [Cl:1][C:2]1[CH:25]=[CH:24][C:5]([CH2:6][N:7]2[C:12]3[S:13][C:14]4[CH2:19][NH:18][CH2:17][CH2:16][C:15]=4[C:11]=3[C:10]3=[N:20][CH:21]=[N:22][N:9]3[C:8]2=[O:23])=[CH:4][CH:3]=1.C(O[BH-](OC(=O)C)OC(=O)C)(=O)C.[Na+].[CH:40](=O)[C:41]1[CH:46]=[CH:45][CH:44]=[CH:43][CH:42]=1. The catalyst is C1COCC1. The product is [Cl:1][C:2]1[CH:3]=[CH:4][C:5]([CH2:6][N:7]2[C:12]3[S:13][C:14]4[CH2:19][N:18]([CH2:40][C:41]5[CH:46]=[CH:45][CH:44]=[CH:43][CH:42]=5)[CH2:17][CH2:16][C:15]=4[C:11]=3[C:10]3=[N:20][CH:21]=[N:22][N:9]3[C:8]2=[O:23])=[CH:24][CH:25]=1. The yield is 0.400. (5) The reactants are [BH4-].[Na+].[O:3]1[C:7]2([CH2:12][CH2:11][C:10](=[O:13])[CH2:9][CH2:8]2)[O:6][CH2:5][CH2:4]1.O. The catalyst is C(O)C. The product is [O:3]1[C:7]2([CH2:12][CH2:11][CH:10]([OH:13])[CH2:9][CH2:8]2)[O:6][CH2:5][CH2:4]1. The yield is 0.820. (6) The reactants are Cl[C:2]1[CH:3]=[C:4]([CH:14]=[CH:15][C:16]=1[N+:17]([O-:19])=[O:18])[C:5]([NH:7][C:8]1[CH:13]=[CH:12][CH:11]=[CH:10][CH:9]=1)=[O:6].[C:20]([O:24][C:25](=[O:34])[NH:26][CH2:27][CH:28]1[CH2:33][CH2:32][NH:31][CH2:30][CH2:29]1)([CH3:23])([CH3:22])[CH3:21].C(=O)([O-])[O-].[K+].[K+]. The catalyst is CN(C)C=O. The product is [C:20]([O:24][C:25](=[O:34])[NH:26][CH2:27][CH:28]1[CH2:29][CH2:30][N:31]([C:2]2[CH:3]=[C:4]([C:5](=[O:6])[NH:7][C:8]3[CH:13]=[CH:12][CH:11]=[CH:10][CH:9]=3)[CH:14]=[CH:15][C:16]=2[N+:17]([O-:19])=[O:18])[CH2:32][CH2:33]1)([CH3:23])([CH3:21])[CH3:22]. The yield is 0.610. (7) The reactants are [CH2:1]([O:3][C:4]([CH:6]1[CH2:11][CH2:10][NH:9][CH2:8][CH2:7]1)=[O:5])[CH3:2].Cl[C:13]1[CH:18]=[CH:17][C:16]([O:19][CH3:20])=[CH:15][N:14]=1.C1C=CC(P(C2C(C3C(P(C4C=CC=CC=4)C4C=CC=CC=4)=CC=C4C=3C=CC=C4)=C3C(C=CC=C3)=CC=2)C2C=CC=CC=2)=CC=1.C(O[K])(C)(C)C. The catalyst is C1(C)C=CC=CC=1. The product is [CH2:1]([O:3][C:4]([CH:6]1[CH2:11][CH2:10][N:9]([C:13]2[CH:18]=[CH:17][C:16]([O:19][CH3:20])=[CH:15][N:14]=2)[CH2:8][CH2:7]1)=[O:5])[CH3:2]. The yield is 0.240. (8) The reactants are C(C1C=C(NC(=O)CCCC2C=CC([B:25]([OH:27])[OH:26])=CC=2)C=CC=1S(CC)(=O)=O)#N.Br[C:30]1[CH:35]=[CH:34][C:33]([CH2:36][CH2:37][O:38][C:39](=[O:63])[NH:40][C:41]2[CH:46]=[CH:45][C:44]([S:47]([CH:50]([CH3:52])[CH3:51])(=[O:49])=[O:48])=[C:43]([CH2:53][N:54]([C:56]([O:58][C:59]([CH3:62])([CH3:61])[CH3:60])=[O:57])[CH3:55])[CH:42]=2)=[C:32]([CH2:64][CH3:65])[CH:31]=1. The yield is 0.590. The product is [C:59]([O:58][C:56]([N:54]([CH2:53][C:43]1[CH:42]=[C:41]([NH:40][C:39]([O:38][CH2:37][CH2:36][C:33]2[CH:34]=[CH:35][C:30]([B:25]([OH:27])[OH:26])=[CH:31][C:32]=2[CH2:64][CH3:65])=[O:63])[CH:46]=[CH:45][C:44]=1[S:47]([CH:50]([CH3:52])[CH3:51])(=[O:49])=[O:48])[CH3:55])=[O:57])([CH3:62])([CH3:61])[CH3:60]. No catalyst specified. (9) The reactants are [CH3:1][O:2][C:3]1[CH:4]=[C:5]([CH:7]=[C:8]([O:10][CH3:11])[CH:9]=1)N.OS(O)(=O)=O.N([O-])=O.[Na+].[I-:21].[K+].N#N. The catalyst is O.C(OCC)C. The product is [CH3:1][O:2][C:3]1[CH:4]=[C:5]([I:21])[CH:7]=[C:8]([O:10][CH3:11])[CH:9]=1. The yield is 0.610. (10) The reactants are [C:1]1([C:7]2[N:11]=[C:10]([N:12]3[CH2:17][CH2:16][NH:15][CH2:14][CH2:13]3)[S:9][N:8]=2)[CH:6]=[CH:5][CH:4]=[CH:3][CH:2]=1.C(N(CC)CC)C.[CH3:25][C:26]1[CH:27]=[C:28]([N:32]=[C:33]=[O:34])[CH:29]=[CH:30][CH:31]=1. The catalyst is O1CCCC1. The product is [CH3:25][C:26]1[CH:27]=[C:28]([NH:32][C:33]([N:15]2[CH2:16][CH2:17][N:12]([C:10]3[S:9][N:8]=[C:7]([C:1]4[CH:2]=[CH:3][CH:4]=[CH:5][CH:6]=4)[N:11]=3)[CH2:13][CH2:14]2)=[O:34])[CH:29]=[CH:30][CH:31]=1. The yield is 0.388.